From a dataset of Catalyst prediction with 721,799 reactions and 888 catalyst types from USPTO. Predict which catalyst facilitates the given reaction. Reactant: C([O:3][C:4](=O)[C:5]1[CH:10]=[CH:9][CH:8]=[C:7]([C:11]([F:14])([F:13])[CH3:12])[CH:6]=1)C.[H-].[Al+3].[Li+].[H-].[H-].[H-].S(=O)(=O)(O)O. Product: [F:13][C:11]([C:7]1[CH:6]=[C:5]([CH2:4][OH:3])[CH:10]=[CH:9][CH:8]=1)([F:14])[CH3:12]. The catalyst class is: 1.